This data is from Full USPTO retrosynthesis dataset with 1.9M reactions from patents (1976-2016). The task is: Predict the reactants needed to synthesize the given product. (1) Given the product [F:1][C:2]1[CH:3]=[CH:4][C:5]([C:8]2[C:16]3[C:11](=[CH:12][CH:13]=[C:14]([C:17]([NH:46][CH2:45][CH2:43][OH:44])=[O:19])[CH:15]=3)[NH:10][N:9]=2)=[CH:6][CH:7]=1, predict the reactants needed to synthesize it. The reactants are: [F:1][C:2]1[CH:7]=[CH:6][C:5]([C:8]2[C:16]3[C:11](=[CH:12][CH:13]=[C:14]([C:17]([OH:19])=O)[CH:15]=3)[NH:10][N:9]=2)=[CH:4][CH:3]=1.O.ON1C2C=CC=CC=2N=N1.Cl.CN(C)CCCN=C=NCC.[CH2:43]([CH2:45][NH2:46])[OH:44]. (2) Given the product [CH2:1]([O:3][Si:4]([O:8][CH2:9][CH3:10])([O:5][CH2:6][CH3:7])[CH2:22][CH2:21][CH:14]1[CH2:15][CH2:16][CH2:17][CH2:18][C:13]1([CH:11]=[CH2:12])[CH:30]=[CH2:35])[CH3:2].[CH2:1]([O:3][Si:4]([O:8][CH2:9][CH3:10])([O:5][CH2:6][CH3:7])[CH2:12][CH2:11][CH:13]=[CH:37][CH:30]1[CH2:35][CH2:34][CH2:33][CH2:32][CH2:31]1)[CH3:2].[CH2:1]([O:3][Si:4]([O:8][CH2:9][CH3:10])([O:5][CH2:6][CH3:7])[CH2:12][CH2:11][CH:13]1[CH2:18][CH2:17][CH2:16][CH2:15][CH2:14]1)[CH3:2], predict the reactants needed to synthesize it. The reactants are: [CH2:1]([O:3][SiH:4]([O:8][CH2:9][CH3:10])[O:5][CH2:6][CH3:7])[CH3:2].[CH:11]([CH:13]1[CH2:18][CH2:17][CH:16](C=C)[CH2:15][CH:14]1[CH:21]=[CH2:22])=[CH2:12].CO[SiH](OC)OC.[C:30]1([CH3:37])[C:31](C)=[CH:32][CH:33]=[CH:34][CH:35]=1.